Dataset: Catalyst prediction with 721,799 reactions and 888 catalyst types from USPTO. Task: Predict which catalyst facilitates the given reaction. (1) Reactant: [NH:1]1[C:9]2[C:4](=[CH:5][C:6]([NH:10][C:11]3[C:12]([C:19]([O:21][CH3:22])=[O:20])=[N:13][C:14]([S:17][CH3:18])=[N:15][CH:16]=3)=[CH:7][CH:8]=2)[CH:3]=[CH:2]1.CC(C)([O-])C.[K+].[CH2:29](Br)[C:30]1[CH:35]=[CH:34][CH:33]=[CH:32][CH:31]=1.[Cl-].[NH4+]. Product: [CH2:29]([N:1]1[C:9]2[C:4](=[CH:5][C:6]([NH:10][C:11]3[C:12]([C:19]([O:21][CH3:22])=[O:20])=[N:13][C:14]([S:17][CH3:18])=[N:15][CH:16]=3)=[CH:7][CH:8]=2)[CH:3]=[CH:2]1)[C:30]1[CH:35]=[CH:34][CH:33]=[CH:32][CH:31]=1. The catalyst class is: 675. (2) Product: [Br:1][C:2]1[CH:3]=[CH:4][C:5]([CH2:16][Br:42])=[C:6]([S:8]([NH:11][C:12]([CH3:13])([CH3:15])[CH3:14])(=[O:10])=[O:9])[CH:7]=1. The catalyst class is: 53. Reactant: [Br:1][C:2]1[CH:3]=[CH:4][C:5]([CH3:16])=[C:6]([S:8]([NH:11][C:12]([CH3:15])([CH3:14])[CH3:13])(=[O:10])=[O:9])[CH:7]=1.C(OOC(=O)C1C=CC=CC=1)(=O)C1C=CC=CC=1.C1C(=O)N([Br:42])C(=O)C1. (3) Reactant: Cl.[Cl:2][C:3]1[CH:11]=[C:10]2[C:6]([C:7]([CH2:18][CH:19]([CH3:21])[CH3:20])=[CH:8][N:9]2[C:12]2[S:13][CH:14]=[C:15]([NH2:17])[N:16]=2)=[CH:5][CH:4]=1.CCN(CC)CC.[C:29]1([CH2:35][C:36](Cl)=[O:37])[CH:34]=[CH:33][CH:32]=[CH:31][CH:30]=1. Product: [Cl:2][C:3]1[CH:11]=[C:10]2[C:6]([C:7]([CH2:18][CH:19]([CH3:21])[CH3:20])=[CH:8][N:9]2[C:12]2[S:13][CH:14]=[C:15]([NH:17][C:36](=[O:37])[CH2:35][C:29]3[CH:34]=[CH:33][CH:32]=[CH:31][CH:30]=3)[N:16]=2)=[CH:5][CH:4]=1. The catalyst class is: 34.